Task: Regression. Given two drug SMILES strings and cell line genomic features, predict the synergy score measuring deviation from expected non-interaction effect.. Dataset: NCI-60 drug combinations with 297,098 pairs across 59 cell lines (1) Drug 1: CC=C1C(=O)NC(C(=O)OC2CC(=O)NC(C(=O)NC(CSSCCC=C2)C(=O)N1)C(C)C)C(C)C. Drug 2: C#CCC(CC1=CN=C2C(=N1)C(=NC(=N2)N)N)C3=CC=C(C=C3)C(=O)NC(CCC(=O)O)C(=O)O. Cell line: HL-60(TB). Synergy scores: CSS=79.6, Synergy_ZIP=-3.62, Synergy_Bliss=-3.00, Synergy_Loewe=-0.361, Synergy_HSA=0.0117. (2) Drug 1: C1=CC(=C2C(=C1NCCNCCO)C(=O)C3=C(C=CC(=C3C2=O)O)O)NCCNCCO. Drug 2: CC(C)(C#N)C1=CC(=CC(=C1)CN2C=NC=N2)C(C)(C)C#N. Cell line: SR. Synergy scores: CSS=58.5, Synergy_ZIP=-0.581, Synergy_Bliss=-1.17, Synergy_Loewe=-21.0, Synergy_HSA=-0.344. (3) Drug 1: CC1C(C(CC(O1)OC2CC(CC3=C2C(=C4C(=C3O)C(=O)C5=C(C4=O)C(=CC=C5)OC)O)(C(=O)C)O)N)O.Cl. Drug 2: C1C(C(OC1N2C=C(C(=O)NC2=O)F)CO)O. Cell line: EKVX. Synergy scores: CSS=6.19, Synergy_ZIP=-2.70, Synergy_Bliss=-4.30, Synergy_Loewe=-3.61, Synergy_HSA=-3.45. (4) Drug 1: C1CC(CCC1OC2=C(C(=CC=C2)Cl)F)(CC3=NC(=CC=C3)NC4=NC=CS4)C(=O)O. Cell line: HT29. Drug 2: CC1=C(C(=CC=C1)Cl)NC(=O)C2=CN=C(S2)NC3=CC(=NC(=N3)C)N4CCN(CC4)CCO. Synergy scores: CSS=51.8, Synergy_ZIP=6.53, Synergy_Bliss=7.41, Synergy_Loewe=1.11, Synergy_HSA=10.8. (5) Drug 1: CC1=CC2C(CCC3(C2CCC3(C(=O)C)OC(=O)C)C)C4(C1=CC(=O)CC4)C. Drug 2: C1=CN(C=N1)CC(O)(P(=O)(O)O)P(=O)(O)O. Cell line: KM12. Synergy scores: CSS=21.4, Synergy_ZIP=6.44, Synergy_Bliss=6.16, Synergy_Loewe=9.84, Synergy_HSA=7.39. (6) Synergy scores: CSS=23.2, Synergy_ZIP=-8.64, Synergy_Bliss=-1.45, Synergy_Loewe=-7.75, Synergy_HSA=-2.20. Cell line: UACC-257. Drug 2: CC(C)CN1C=NC2=C1C3=CC=CC=C3N=C2N. Drug 1: CC1=C2C(C(=O)C3(C(CC4C(C3C(C(C2(C)C)(CC1OC(=O)C(C(C5=CC=CC=C5)NC(=O)C6=CC=CC=C6)O)O)OC(=O)C7=CC=CC=C7)(CO4)OC(=O)C)O)C)OC(=O)C. (7) Drug 2: B(C(CC(C)C)NC(=O)C(CC1=CC=CC=C1)NC(=O)C2=NC=CN=C2)(O)O. Cell line: OVCAR-5. Synergy scores: CSS=43.9, Synergy_ZIP=2.51, Synergy_Bliss=-1.79, Synergy_Loewe=-40.0, Synergy_HSA=-5.89. Drug 1: COC1=C2C(=CC3=C1OC=C3)C=CC(=O)O2.